Regression. Given two drug SMILES strings and cell line genomic features, predict the synergy score measuring deviation from expected non-interaction effect. From a dataset of NCI-60 drug combinations with 297,098 pairs across 59 cell lines. Drug 1: CC1CCC2CC(C(=CC=CC=CC(CC(C(=O)C(C(C(=CC(C(=O)CC(OC(=O)C3CCCCN3C(=O)C(=O)C1(O2)O)C(C)CC4CCC(C(C4)OC)OCCO)C)C)O)OC)C)C)C)OC. Drug 2: C1C(C(OC1N2C=NC(=NC2=O)N)CO)O. Cell line: SF-295. Synergy scores: CSS=17.3, Synergy_ZIP=-3.44, Synergy_Bliss=-0.939, Synergy_Loewe=-27.1, Synergy_HSA=-2.10.